From a dataset of Catalyst prediction with 721,799 reactions and 888 catalyst types from USPTO. Predict which catalyst facilitates the given reaction. Reactant: [CH2:1]([N:3]1[C:7]2=[N:8][CH:9]=[N:10][C:11]([NH2:12])=[C:6]2[C:5](I)=[N:4]1)[CH3:2].[CH3:14][C:15]1[CH:16]=[C:17]([CH2:21][C:22]([N:24]2[C:32]3[C:27](=[CH:28][C:29](B4OC(C)(C)C(C)(C)O4)=[CH:30][CH:31]=3)[CH2:26][CH2:25]2)=[O:23])[CH:18]=[CH:19][CH:20]=1.C(=O)(O)[O-].[Na+].O1CCOCC1. Product: [CH2:1]([N:3]1[C:7]2=[N:8][CH:9]=[N:10][C:11]([NH2:12])=[C:6]2[C:5]([C:29]2[CH:28]=[C:27]3[C:32](=[CH:31][CH:30]=2)[N:24]([C:22](=[O:23])[CH2:21][C:17]2[CH:18]=[CH:19][CH:20]=[C:15]([CH3:14])[CH:16]=2)[CH2:25][CH2:26]3)=[N:4]1)[CH3:2]. The catalyst class is: 6.